Dataset: Forward reaction prediction with 1.9M reactions from USPTO patents (1976-2016). Task: Predict the product of the given reaction. (1) Given the reactants [H-].[Al+3].[Li+].[H-].[H-].[H-].[CH3:7][S:8]([N:11]1[CH2:19][C:18]2[C:17]([C:20](OC)=[O:21])=[CH:16][CH:15]=[CH:14][C:13]=2[CH2:12]1)(=[O:10])=[O:9], predict the reaction product. The product is: [CH3:7][S:8]([N:11]1[CH2:19][C:18]2[C:13](=[CH:14][CH:15]=[CH:16][C:17]=2[CH2:20][OH:21])[CH2:12]1)(=[O:10])=[O:9]. (2) The product is: [C:26]([O:30][C:31]([N:33]1[CH2:38][CH2:37][CH:36]([NH:39][C:53]([C:19]2[N:18]=[N:17][C:16]([CH2:22][CH2:23][CH2:24][CH3:25])=[C:15]([C:12]3[CH:13]=[CH:14][C:9]([O:8][CH2:1][C:2]4[CH:7]=[CH:6][CH:5]=[CH:4][CH:3]=4)=[CH:10][CH:11]=3)[CH:20]=2)=[O:54])[CH2:35][CH2:34]1)=[O:32])([CH3:29])([CH3:27])[CH3:28]. Given the reactants [CH2:1]([O:8][C:9]1[CH:14]=[CH:13][C:12]([C:15]2[CH:20]=[C:19](Cl)[N:18]=[N:17][C:16]=2[CH2:22][CH2:23][CH2:24][CH3:25])=[CH:11][CH:10]=1)[C:2]1[CH:7]=[CH:6][CH:5]=[CH:4][CH:3]=1.[C:26]([O:30][C:31]([N:33]1[CH2:38][CH2:37][CH:36]([NH2:39])[CH2:35][CH2:34]1)=[O:32])([CH3:29])([CH3:28])[CH3:27].C1CCN2C(=NCCC2)CC1.C1C[O:54][CH2:53]C1, predict the reaction product. (3) Given the reactants Cl[C:2]1[C:11]2[C:6](=[CH:7][C:8]([Cl:12])=[CH:9][CH:10]=2)[N:5]=[CH:4][CH:3]=1.[NH2:13][CH2:14][CH2:15][OH:16].[OH-].[Na+], predict the reaction product. The product is: [Cl:12][C:8]1[CH:7]=[C:6]2[C:11]([C:2]([NH:13][CH2:14][CH2:15][OH:16])=[CH:3][CH:4]=[N:5]2)=[CH:10][CH:9]=1.